This data is from Reaction yield outcomes from USPTO patents with 853,638 reactions. The task is: Predict the reaction yield, written as a fraction of the theoretical maximum amount of product (1.0 means a 100% yield; for example, 0.34 means a 34% yield). (1) The reactants are [Cl:1][C:2]1[CH:7]=[CH:6][N:5]=[C:4]2[CH:8]=[C:9]([Sn](CCCC)(CCCC)CCCC)[S:10][C:3]=12.Br[C:25]1[CH:26]=[CH:27][C:28]([O:31][CH3:32])=[N:29][CH:30]=1. The catalyst is C1(C)C=CC=CC=1. The product is [Cl:1][C:2]1[CH:7]=[CH:6][N:5]=[C:4]2[CH:8]=[C:9]([C:25]3[CH:30]=[N:29][C:28]([O:31][CH3:32])=[CH:27][CH:26]=3)[S:10][C:3]=12. The yield is 0.620. (2) The reactants are [Br:1][C:2]1[CH:3]=[CH:4][C:5]2[N:6]([CH2:16][CH2:17][CH2:18][N:19]([C:32]3[CH:37]=[CH:36][CH:35]=[CH:34][CH:33]=3)S(C3C=CC=CC=3[N+]([O-])=O)(=O)=O)[C:7]3[C:12]([C:13]=2[CH:14]=1)=[CH:11][C:10]([Br:15])=[CH:9][CH:8]=3.C(=O)([O-])[O-].[Cs+].[Cs+].C1(S)C=CC=CC=1. The catalyst is C1COCC1. The product is [Br:1][C:2]1[CH:3]=[CH:4][C:5]2[N:6]([CH2:16][CH2:17][CH2:18][NH:19][C:32]3[CH:33]=[CH:34][CH:35]=[CH:36][CH:37]=3)[C:7]3[C:12]([C:13]=2[CH:14]=1)=[CH:11][C:10]([Br:15])=[CH:9][CH:8]=3. The yield is 0.609. (3) The reactants are [Cl:1][C:2]1[C:7]([O:8][CH3:9])=[CH:6][C:5]([O:10][CH3:11])=[C:4]([Cl:12])[C:3]=1[C:13]1[C:25](=[O:26])[N:24]([CH2:27][CH2:28][O:29][CH:30]2[CH2:35][CH2:34][N:33](C(OC(C)(C)C)=O)[CH2:32][CH2:31]2)[C:16]2[N:17]=[C:18]([NH:21][CH2:22][CH3:23])[N:19]=[CH:20][C:15]=2[CH:14]=1.C(O)(C(F)(F)F)=O. The catalyst is C(Cl)Cl. The product is [Cl:12][C:4]1[C:5]([O:10][CH3:11])=[CH:6][C:7]([O:8][CH3:9])=[C:2]([Cl:1])[C:3]=1[C:13]1[C:25](=[O:26])[N:24]([CH2:27][CH2:28][O:29][CH:30]2[CH2:31][CH2:32][NH:33][CH2:34][CH2:35]2)[C:16]2[N:17]=[C:18]([NH:21][CH2:22][CH3:23])[N:19]=[CH:20][C:15]=2[CH:14]=1. The yield is 0.890. (4) The reactants are [F:1][C:2]1[C:3]([NH:18][C:19]2[CH:24]=[CH:23][C:22]([I:25])=[CH:21][C:20]=2[F:26])=[C:4]([C:9]([N:11]2[CH2:14][CH:13]([C:15](O)=[O:16])[CH2:12]2)=[O:10])[CH:5]=[CH:6][C:7]=1[F:8].C(N(CC)CC)C.C1CN([P+](ON2N=NC3C=CC=CC2=3)(N2CCCC2)N2CCCC2)CC1.F[P-](F)(F)(F)(F)F.[BH4-].[Na+]. The catalyst is O1CCCC1. The product is [F:1][C:2]1[C:3]([NH:18][C:19]2[CH:24]=[CH:23][C:22]([I:25])=[CH:21][C:20]=2[F:26])=[C:4]([C:9]([N:11]2[CH2:14][CH:13]([CH2:15][OH:16])[CH2:12]2)=[O:10])[CH:5]=[CH:6][C:7]=1[F:8]. The yield is 0.250. (5) The reactants are [Br:1][C:2]1[CH:3]=[C:4]([CH:9]=[CH:10][C:11]=1[CH:12]1[S:16](=[O:18])(=[O:17])[NH:15][C:14](=[O:19])[CH2:13]1)[C:5](OC)=[O:6].[BH4-].[Li+]. The catalyst is O1CCCC1.CO. The product is [Br:1][C:2]1[CH:3]=[C:4]([CH2:5][OH:6])[CH:9]=[CH:10][C:11]=1[CH:12]1[S:16](=[O:17])(=[O:18])[NH:15][C:14](=[O:19])[CH2:13]1. The yield is 0.920. (6) The reactants are Cl.[C:2]([NH:7][C:8]1[CH:9]=[C:10]([CH:14]2[CH2:19][CH2:18][N:17](C(OC(C)(C)C)=O)[CH2:16][CH2:15]2)[CH:11]=[CH:12][CH:13]=1)(=[O:6])[CH:3]([CH3:5])[CH3:4]. The catalyst is O1CCOCC1. The product is [CH3:4][CH:3]([CH3:5])[C:2]([NH:7][C:8]1[CH:13]=[CH:12][CH:11]=[C:10]([CH:14]2[CH2:19][CH2:18][NH:17][CH2:16][CH2:15]2)[CH:9]=1)=[O:6]. The yield is 0.940. (7) The catalyst is CN(C)C=O.C(N(CC)CC)C. The reactants are Cl.[CH3:2][NH:3][O:4][CH3:5].[CH2:6]([O:10][C:11]1[CH:15]=[C:14]([C:16]([OH:18])=O)[N:13]([CH2:19][C:20]2[CH:25]=[CH:24][C:23]([Cl:26])=[CH:22][C:21]=2[Cl:27])[N:12]=1)[CH2:7][CH2:8][CH3:9].Cl.C(N=C=NCCCN(C)C)C.O.ON1C2C=CC=CC=2N=N1. The yield is 0.990. The product is [CH2:6]([O:10][C:11]1[CH:15]=[C:14]([C:16]([N:3]([O:4][CH3:5])[CH3:2])=[O:18])[N:13]([CH2:19][C:20]2[CH:25]=[CH:24][C:23]([Cl:26])=[CH:22][C:21]=2[Cl:27])[N:12]=1)[CH2:7][CH2:8][CH3:9].